This data is from Reaction yield outcomes from USPTO patents with 853,638 reactions. The task is: Predict the reaction yield, written as a fraction of the theoretical maximum amount of product (1.0 means a 100% yield; for example, 0.34 means a 34% yield). (1) The reactants are [N+:1]([C:4]1[CH:5]=[C:6]([N:10]2[CH2:14][CH2:13][CH2:12][C:11]2=[O:15])[CH:7]=[CH:8][CH:9]=1)([O-])=O. The catalyst is [Pd]. The product is [NH2:1][C:4]1[CH:5]=[C:6]([N:10]2[CH2:14][CH2:13][CH2:12][C:11]2=[O:15])[CH:7]=[CH:8][CH:9]=1. The yield is 0.920. (2) The reactants are Cl.O.O.[CH2:4]=[C:5]1[C:10](=[O:11])[CH:9]2[CH2:12][CH2:13][N:6]1[CH2:7][CH2:8]2.C([O-])([O-])=O.[K+].[K+].C(Cl)Cl. The catalyst is O. The product is [CH2:4]=[C:5]1[C:10](=[O:11])[CH:9]2[CH2:12][CH2:13][N:6]1[CH2:7][CH2:8]2. The yield is 1.00. (3) The reactants are [OH:1][C@H:2]([CH3:47])[C@H:3]([NH:16][C:17]([C:19]1[NH:20][C:21]([C:24]2[CH:29]=[C:28]([O:30][Si:31]([CH:38]([CH3:40])[CH3:39])([CH:35]([CH3:37])[CH3:36])[CH:32]([CH3:34])[CH3:33])[CH:27]=[C:26]([O:41][C@@H:42]([CH3:46])[CH2:43][O:44][CH3:45])[CH:25]=2)=[CH:22][CH:23]=1)=O)[CH2:4][O:5][Si:6]([CH:13]([CH3:15])[CH3:14])([CH:10]([CH3:12])[CH3:11])[CH:7]([CH3:9])[CH3:8].CS(O)(=O)=O.C(N(CC)CC)C.[Cl-].[NH4+]. The catalyst is O1CCCC1. The product is [CH3:45][O:44][CH2:43][C@@H:42]([O:41][C:26]1[CH:25]=[C:24]([C:21]2[NH:20][C:19]([C:17]3[O:1][C@@H:2]([CH3:47])[C@@H:3]([CH2:4][O:5][Si:6]([CH:13]([CH3:15])[CH3:14])([CH:7]([CH3:9])[CH3:8])[CH:10]([CH3:11])[CH3:12])[N:16]=3)=[CH:23][CH:22]=2)[CH:29]=[C:28]([O:30][Si:31]([CH:32]([CH3:34])[CH3:33])([CH:35]([CH3:36])[CH3:37])[CH:38]([CH3:40])[CH3:39])[CH:27]=1)[CH3:46]. The yield is 0.940.